This data is from Full USPTO retrosynthesis dataset with 1.9M reactions from patents (1976-2016). The task is: Predict the reactants needed to synthesize the given product. (1) Given the product [Cl:1][C:13]1[N:9]=[CH:10][NH:11][C:12]=1[C:14]([O:16][CH3:17])=[O:15], predict the reactants needed to synthesize it. The reactants are: [Cl:1]N1C(=O)CCC1=O.[NH:9]1[CH:13]=[C:12]([C:14]([O:16][CH3:17])=[O:15])[N:11]=[CH:10]1. (2) The reactants are: [O:1]1[C@:3]2([CH2:8][CH2:7][CH2:6][C@H:5]([CH2:9][N:10]3[C:14]4[CH:15]=[C:16]([C:19]#[N:20])[CH:17]=[CH:18][C:13]=4[N:12]=[CH:11]3)[CH2:4]2)[CH2:2]1.[NH3:21]. Given the product [NH2:21][CH2:2][C@:3]1([OH:1])[CH2:8][CH2:7][CH2:6][C@H:5]([CH2:9][N:10]2[C:14]3[CH:15]=[C:16]([C:19]#[N:20])[CH:17]=[CH:18][C:13]=3[N:12]=[CH:11]2)[CH2:4]1, predict the reactants needed to synthesize it. (3) Given the product [Br:1][C:2]1[CH:3]=[CH:4][C:5]([CH:8]([C:11]2[CH:12]=[CH:13][CH:14]=[CH:15][CH:16]=2)[C:9]([OH:19])=[O:10])=[CH:6][CH:7]=1, predict the reactants needed to synthesize it. The reactants are: [Br:1][C:2]1[CH:7]=[CH:6][C:5]([CH:8]([C:11]2[CH:16]=[CH:15][CH:14]=[CH:13][CH:12]=2)[CH:9]=[O:10])=[CH:4][CH:3]=1.CC(C)=[O:19].OS(O)(=O)=O.O=[Cr](=O)=O.C(O)(C)C.